This data is from Full USPTO retrosynthesis dataset with 1.9M reactions from patents (1976-2016). The task is: Predict the reactants needed to synthesize the given product. (1) Given the product [ClH:27].[F:2][C:3]1[CH:4]=[C:5]([NH:10][C:11]2[CH:16]=[CH:15][N:14]=[C:13]([NH:17][C:18]3[CH:23]=[CH:22][C:21]([S:24]([N:41]([CH3:42])[CH:38]4[CH2:39][CH2:40][NH:35][CH2:36][CH2:37]4)(=[O:26])=[O:25])=[CH:20][CH:19]=3)[N:12]=2)[CH:6]=[CH:7][C:8]=1[F:9], predict the reactants needed to synthesize it. The reactants are: Cl.[F:2][C:3]1[CH:4]=[C:5]([NH:10][C:11]2[CH:16]=[CH:15][N:14]=[C:13]([NH:17][C:18]3[CH:23]=[CH:22][C:21]([S:24]([Cl:27])(=[O:26])=[O:25])=[CH:20][CH:19]=3)[N:12]=2)[CH:6]=[CH:7][C:8]=1[F:9].C(OC([N:35]1[CH2:40][CH2:39][CH:38]([NH:41][CH3:42])[CH2:37][CH2:36]1)=O)(C)(C)C. (2) The reactants are: Br[CH2:2][CH2:3][CH2:4][CH2:5][O:6][C:7]1[CH:8]=[CH:9][C:10]2[C:14]([C:15]3[CH:20]=[CH:19][C:18]([Br:21])=[CH:17][CH:16]=3)=[CH:13][S:12][C:11]=2[CH:22]=1.[CH3:23][O:24][CH2:25][CH2:26][NH:27][CH2:28][CH2:29][O:30][CH3:31]. Given the product [Br:21][C:18]1[CH:19]=[CH:20][C:15]([C:14]2[C:10]3[CH:9]=[CH:8][C:7]([O:6][CH2:5][CH2:4][CH2:3][CH2:2][N:27]([CH2:28][CH2:29][O:30][CH3:31])[CH2:26][CH2:25][O:24][CH3:23])=[CH:22][C:11]=3[S:12][CH:13]=2)=[CH:16][CH:17]=1, predict the reactants needed to synthesize it.